Dataset: Peptide-MHC class I binding affinity with 185,985 pairs from IEDB/IMGT. Task: Regression. Given a peptide amino acid sequence and an MHC pseudo amino acid sequence, predict their binding affinity value. This is MHC class I binding data. (1) The peptide sequence is LLVPFVQWFV. The MHC is Patr-A0701 with pseudo-sequence Patr-A0701. The binding affinity (normalized) is 0.355. (2) The peptide sequence is RTLGVFRYK. The MHC is HLA-B51:01 with pseudo-sequence HLA-B51:01. The binding affinity (normalized) is 0.0847. (3) The MHC is HLA-A02:06 with pseudo-sequence HLA-A02:06. The binding affinity (normalized) is 0.0847. The peptide sequence is GKLDPTNTL. (4) The MHC is H-2-Db with pseudo-sequence H-2-Db. The binding affinity (normalized) is 0. The peptide sequence is DHTLMSIV. (5) The peptide sequence is EFLTRNPAW. The MHC is HLA-A24:02 with pseudo-sequence HLA-A24:02. The binding affinity (normalized) is 0.